From a dataset of Catalyst prediction with 721,799 reactions and 888 catalyst types from USPTO. Predict which catalyst facilitates the given reaction. (1) Reactant: [Cl:1][C:2]1[C:11]2[C:6](=[C:7]([N+:12]([O-])=O)[CH:8]=[CH:9][CH:10]=2)[N:5]=[CH:4][CH:3]=1.Cl[Sn]Cl.Cl. Product: [Cl:1][C:2]1[C:11]2[C:6](=[C:7]([NH2:12])[CH:8]=[CH:9][CH:10]=2)[N:5]=[CH:4][CH:3]=1. The catalyst class is: 5. (2) Product: [OH:1][C:2]1[CH:11]=[CH:10][C:9]([N:12]([CH2:33][C:34]2[CH:39]=[CH:38][CH:37]=[C:36]([C:40]3[CH:41]=[CH:42][N:43]=[CH:44][CH:45]=3)[CH:35]=2)[C:13](=[O:32])[CH2:14][N:15]([CH3:31])[S:16]([C:19]2[CH:24]=[CH:23][C:22]([C:25]3[CH:30]=[CH:29][CH:28]=[CH:27][CH:26]=3)=[CH:21][CH:20]=2)(=[O:18])=[O:17])=[CH:8][C:3]=1[C:4]([OH:6])=[O:5]. The catalyst class is: 6. Reactant: [OH:1][C:2]1[CH:11]=[CH:10][C:9]([N:12]([CH2:33][C:34]2[CH:39]=[CH:38][CH:37]=[C:36]([C:40]3[CH:45]=[CH:44][N:43]=[CH:42][CH:41]=3)[CH:35]=2)[C:13](=[O:32])[CH2:14][N:15]([CH3:31])[S:16]([C:19]2[CH:24]=[CH:23][C:22]([C:25]3[CH:30]=[CH:29][CH:28]=[CH:27][CH:26]=3)=[CH:21][CH:20]=2)(=[O:18])=[O:17])=[CH:8][C:3]=1[C:4]([O:6]C)=[O:5].C(N(C1C=CC(O)=C(C=1)C(O)=O)C(=O)CN(CC1C=CC=CC=1)S(C1C=CC(C)=CC=1)(=O)=O)C1C=CC=CC=1.C(#N)C. (3) Reactant: O.[SH-:2].[Na+].F[C:5]1[CH:13]=[CH:12][C:8]([C:9]([OH:11])=[O:10])=[CH:7][C:6]=1[S:14]([N:17]1[CH2:22][CH2:21][O:20][CH2:19][CH2:18]1)(=[O:16])=[O:15]. Product: [SH:2][C:5]1[CH:13]=[CH:12][C:8]([C:9]([OH:11])=[O:10])=[CH:7][C:6]=1[S:14]([N:17]1[CH2:22][CH2:21][O:20][CH2:19][CH2:18]1)(=[O:16])=[O:15]. The catalyst class is: 3. (4) The catalyst class is: 20. Reactant: C[O:2][C:3]([C:5]1[CH:6]=[C:7]2[C:11](=[CH:12][C:13]=1[O:14][CH3:15])[CH2:10][CH2:9][C:8]2=[O:16])=[O:4].O[Li].O. Product: [CH3:15][O:14][C:13]1[CH:12]=[C:11]2[C:7]([C:8](=[O:16])[CH2:9][CH2:10]2)=[CH:6][C:5]=1[C:3]([OH:4])=[O:2]. (5) Reactant: Cl.[NH2:2][C:3]1[N:8]=[CH:7][N:6]=[C:5]([NH:9][CH2:10][C@@H:11]2[CH2:16][CH2:15][NH:14][CH2:13][C@H:12]2[OH:17])[C:4]=1[C:18]1[CH:23]=[CH:22][C:21]([O:24][C:25]2[CH:30]=[CH:29][CH:28]=[CH:27][CH:26]=2)=[CH:20][CH:19]=1.CCN(C(C)C)C(C)C.[C:40](Cl)(=[O:43])[CH:41]=[CH2:42]. Product: [NH2:2][C:3]1[N:8]=[CH:7][N:6]=[C:5]([NH:9][CH2:10][C@@H:11]2[CH2:16][CH2:15][N:14]([C:40](=[O:43])[CH:41]=[CH2:42])[CH2:13][C@H:12]2[OH:17])[C:4]=1[C:18]1[CH:23]=[CH:22][C:21]([O:24][C:25]2[CH:30]=[CH:29][CH:28]=[CH:27][CH:26]=2)=[CH:20][CH:19]=1. The catalyst class is: 1.